This data is from Reaction yield outcomes from USPTO patents with 853,638 reactions. The task is: Predict the reaction yield, written as a fraction of the theoretical maximum amount of product (1.0 means a 100% yield; for example, 0.34 means a 34% yield). (1) The reactants are [C:1]([NH:4][C:5]1[CH:10]=[CH:9][C:8]([O:11][C:12](=[O:27])/[CH:13]=[CH:14]/[C:15]2[CH:20]=[CH:19][C:18]([O:21]C(=O)C)=[C:17]([O:25][CH3:26])[CH:16]=2)=[CH:7][CH:6]=1)(=[O:3])[CH3:2].C(=O)([O-])[O-].[K+].[K+]. The catalyst is CO.O1CCCC1.O. The product is [C:1]([NH:4][C:5]1[CH:10]=[CH:9][C:8]([O:11][C:12](=[O:27])/[CH:13]=[CH:14]/[C:15]2[CH:20]=[CH:19][C:18]([OH:21])=[C:17]([O:25][CH3:26])[CH:16]=2)=[CH:7][CH:6]=1)(=[O:3])[CH3:2]. The yield is 0.560. (2) The reactants are [Cl:1][CH2:2][C:3](Cl)=[O:4].[Br:6][C:7]1[CH:15]=[C:14]2[C:10]([CH2:11][C:12](=[O:16])[NH:13]2)=[CH:9][CH:8]=1.[Cl-].[Al+3].[Cl-].[Cl-]. The catalyst is ClCCCl. The product is [Br:6][C:7]1[CH:15]=[C:14]2[C:10]([CH2:11][C:12](=[O:16])[NH:13]2)=[CH:9][C:8]=1[C:3](=[O:4])[CH2:2][Cl:1]. The yield is 0.990.